From a dataset of Tox21: 12 toxicity assays (nuclear receptors and stress response pathways). Binary classification across 12 toxicity assays. The compound is CN(C)c1ccc(C(=O)c2ccc(N(C)C)cc2)cc1. It tested positive (active) for: NR-AR-LBD (Androgen Receptor Ligand Binding Domain agonist), NR-AhR (Aryl hydrocarbon Receptor agonist activity), SR-ATAD5 (ATAD5 genotoxicity (DNA damage)), SR-MMP (Mitochondrial Membrane Potential disruption), and SR-p53 (p53 tumor suppressor activation).